From a dataset of Reaction yield outcomes from USPTO patents with 853,638 reactions. Predict the reaction yield, written as a fraction of the theoretical maximum amount of product (1.0 means a 100% yield; for example, 0.34 means a 34% yield). (1) The reactants are [CH3:1][O:2][C:3]1[CH:4]=[C:5]2[C:10](=[CH:11][CH:12]=1)[CH:9]=[C:8]([C@H:13]([CH3:17])[C:14]([OH:16])=[O:15])[CH:7]=[CH:6]2.[CH3:18][C:19]1([CH3:27])[O:23][C@:22]([CH2:25]O)([CH3:24])[CH2:21][O:20]1. The catalyst is ClCCl.CN(C1C=CN=CC=1)C. The product is [CH3:1][O:2][C:3]1[CH:4]=[C:5]2[C:10](=[CH:11][CH:12]=1)[CH:9]=[C:8]([C@H:13]([CH3:17])[C:14]([O:16][CH2:24][C@@:22]1([CH3:25])[CH2:21][O:20][C:19]([CH3:27])([CH3:18])[O:23]1)=[O:15])[CH:7]=[CH:6]2. The yield is 0.965. (2) The reactants are CN(C)C=O.[CH3:6][O:7][C:8]1[CH:17]=[C:16]2[C:11]([C:12]([O:18][C:19]3[C:20]([CH3:29])=[N:21][C:22]4[C:27]([CH:28]=3)=[CH:26][CH:25]=[CH:24][CH:23]=4)=[CH:13][CH:14]=[N:15]2)=[CH:10][C:9]=1[OH:30].C(=O)([O-])[O-].[K+].[K+].[CH2:37]([CH:39]1[O:41][CH2:40]1)Br. The catalyst is O. The product is [CH3:6][O:7][C:8]1[CH:17]=[C:16]2[C:11]([C:12]([O:18][C:19]3[C:20]([CH3:29])=[N:21][C:22]4[C:27]([CH:28]=3)=[CH:26][CH:25]=[CH:24][CH:23]=4)=[CH:13][CH:14]=[N:15]2)=[CH:10][C:9]=1[O:30][CH2:37][CH:39]1[CH2:40][O:41]1. The yield is 0.270.